This data is from Catalyst prediction with 721,799 reactions and 888 catalyst types from USPTO. The task is: Predict which catalyst facilitates the given reaction. Reactant: Cl.Cl.[N:3]1([CH2:9][CH2:10][C:11]([O:13][CH3:14])=[O:12])[CH2:8][CH2:7][NH:6][CH2:5][CH2:4]1.F[C:16]1[N:21]=[C:20]([C:22]2[NH:31][C:30](=[O:32])[C:29]3[C:24](=[CH:25][C:26]([O:35][CH3:36])=[CH:27][C:28]=3[O:33][CH3:34])[N:23]=2)[CH:19]=[CH:18][CH:17]=1.CN(C)C(N(C)C)=N. Product: [CH3:34][O:33][C:28]1[CH:27]=[C:26]([O:35][CH3:36])[CH:25]=[C:24]2[C:29]=1[C:30](=[O:32])[NH:31][C:22]([C:20]1[N:21]=[C:16]([N:6]3[CH2:7][CH2:8][N:3]([CH2:9][CH2:10][C:11]([O:13][CH3:14])=[O:12])[CH2:4][CH2:5]3)[CH:17]=[CH:18][CH:19]=1)=[N:23]2. The catalyst class is: 58.